Predict the product of the given reaction. From a dataset of Forward reaction prediction with 1.9M reactions from USPTO patents (1976-2016). (1) Given the reactants [CH3:1][O:2][C:3]1[C:8]([C:9]2[NH:10][C:11]3[C:16]([CH:17]=2)=[CH:15][C:14]([C:18]([NH:20][CH2:21][CH2:22][CH2:23][N:24]2[CH2:29][CH2:28][O:27][CH2:26][CH2:25]2)=[O:19])=[CH:13][CH:12]=3)=[CH:7][CH:6]=[CH:5][N:4]=1.[Br:30]N1C(=O)CCC1=O, predict the reaction product. The product is: [Br:30][C:17]1[C:16]2[C:11](=[CH:12][CH:13]=[C:14]([C:18]([NH:20][CH2:21][CH2:22][CH2:23][N:24]3[CH2:25][CH2:26][O:27][CH2:28][CH2:29]3)=[O:19])[CH:15]=2)[NH:10][C:9]=1[C:8]1[C:3]([O:2][CH3:1])=[N:4][CH:5]=[CH:6][CH:7]=1. (2) Given the reactants [CH3:1][C:2]1[N:6]2[CH:7]=[C:8]([CH:13]=O)[N:9]=[C:10]([NH:11][CH3:12])[C:5]2=[N:4][N:3]=1.[CH2:15]([NH2:22])[C:16]1[CH:21]=[CH:20][CH:19]=[CH:18][CH:17]=1.O[N:24]=[C:25]([C:29]1[CH:34]=[CH:33][CH:32]=[CH:31][CH:30]=1)[C:26](=O)[CH3:27].O, predict the reaction product. The product is: [CH2:15]([N:22]1[C:26]([CH3:27])=[C:25]([C:29]2[CH:34]=[CH:33][CH:32]=[CH:31][CH:30]=2)[N:24]=[C:13]1[C:8]1[N:9]=[C:10]([NH:11][CH3:12])[C:5]2[N:6]([C:2]([CH3:1])=[N:3][N:4]=2)[CH:7]=1)[C:16]1[CH:21]=[CH:20][CH:19]=[CH:18][CH:17]=1. (3) Given the reactants [CH3:1][N:2]1[C:6]([NH2:7])=[CH:5][C:4]([C:8]2[CH:13]=[CH:12][N:11]=[CH:10][N:9]=2)=[N:3]1.COC(C1C=CN=CN=1)=O.[H-].[Na+].CNN.[Br:29][C:30]1[CH:37]=[CH:36][C:33]([CH:34]=O)=[C:32]([CH3:38])[CH:31]=1.CC1C=CC(S(O)(=O)=O)=CC=1, predict the reaction product. The product is: [Br:29][C:30]1[CH:37]=[CH:36][C:33]([CH:34]=[C:5]2[C:6](=[NH:7])[N:2]([CH3:1])[N:3]=[C:4]2[C:8]2[CH:13]=[CH:12][N:11]=[CH:10][N:9]=2)=[C:32]([CH3:38])[CH:31]=1.